From a dataset of Forward reaction prediction with 1.9M reactions from USPTO patents (1976-2016). Predict the product of the given reaction. (1) Given the reactants [CH3:1][C:2]1([CH3:15])[C:11]2[C:6]3=[C:7]([NH:12][C:13](=[O:14])[N:5]3[CH2:4][CH2:3]1)[CH:8]=[CH:9][CH:10]=2.[H-].[Na+].Br[CH2:19]/[CH:20]=[CH:21]\[C@H:22]1[CH2:26][O:25][C:24]([CH3:28])([CH3:27])[O:23]1.O, predict the reaction product. The product is: [CH3:27][C:24]1([CH3:28])[O:23][C@@H:22](/[CH:21]=[CH:20]\[CH2:19][N:12]2[C:7]3=[C:6]4[C:11](=[CH:10][CH:9]=[CH:8]3)[C:2]([CH3:15])([CH3:1])[CH2:3][CH2:4][N:5]4[C:13]2=[O:14])[CH2:26][O:25]1. (2) Given the reactants [Cl:1][C:2]1[C:10]2[C:5](=[CH:6][CH:7]=[C:8]([C:11]3[N:15]=[C:14]([C:16]4[S:17][C:18]([C:27]([F:30])([F:29])[F:28])=[C:19]([C:21]5[CH:26]=[CH:25][CH:24]=[CH:23][CH:22]=5)[CH:20]=4)[O:13][N:12]=3)[CH:9]=2)[NH:4][CH:3]=1.Br[CH2:32][CH2:33][C:34]([O-:36])=[O:35].C([O-])([O-])=O.[Cs+].[Cs+], predict the reaction product. The product is: [Cl:1][C:2]1[C:10]2[C:5](=[CH:6][CH:7]=[C:8]([C:11]3[N:15]=[C:14]([C:16]4[S:17][C:18]([C:27]([F:30])([F:28])[F:29])=[C:19]([C:21]5[CH:26]=[CH:25][CH:24]=[CH:23][CH:22]=5)[CH:20]=4)[O:13][N:12]=3)[CH:9]=2)[N:4]([CH2:32][CH2:33][C:34]([OH:36])=[O:35])[CH:3]=1. (3) The product is: [CH2:1]([C:3]1[CH:8]=[CH:7][C:6]([CH:9]2[CH2:10][CH:11]([C:24]3[O:37][N:36]=[C:34]([C:30]4[CH:31]=[CH:32][CH:33]=[C:28]([F:27])[CH:29]=4)[N:35]=3)[CH2:12][N:13]([C:15]([N:17]3[CH2:18][CH2:19][CH:20]([OH:23])[CH2:21][CH2:22]3)=[O:16])[CH2:14]2)=[CH:5][CH:4]=1)[CH3:2]. Given the reactants [CH2:1]([C:3]1[CH:8]=[CH:7][C:6]([CH:9]2[CH2:14][N:13]([C:15]([N:17]3[CH2:22][CH2:21][CH:20]([OH:23])[CH2:19][CH2:18]3)=[O:16])[CH2:12][CH:11]([C:24](O)=O)[CH2:10]2)=[CH:5][CH:4]=1)[CH3:2].[F:27][C:28]1[CH:29]=[C:30]([C:34](=[N:36][OH:37])[NH2:35])[CH:31]=[CH:32][CH:33]=1, predict the reaction product. (4) Given the reactants [N:1]1([C:7]([N:9]2[CH2:14][CH:13]([C:15]3[CH:20]=[CH:19][C:18]([CH2:21][C:22]([F:25])([F:24])[F:23])=[CH:17][CH:16]=3)[CH2:12][CH:11]([C:26]([OH:28])=O)[CH2:10]2)=[O:8])[CH2:6][CH2:5][S:4][CH2:3][CH2:2]1.O[NH:30][C:31]([C:33]1([O:36][CH3:37])[CH2:35][CH2:34]1)=[NH:32], predict the reaction product. The product is: [CH3:37][O:36][C:33]1([C:31]2[N:32]=[C:26]([CH:11]3[CH2:12][CH:13]([C:15]4[CH:20]=[CH:19][C:18]([CH2:21][C:22]([F:23])([F:25])[F:24])=[CH:17][CH:16]=4)[CH2:14][N:9]([C:7]([N:1]4[CH2:2][CH2:3][S:4][CH2:5][CH2:6]4)=[O:8])[CH2:10]3)[O:28][N:30]=2)[CH2:35][CH2:34]1. (5) Given the reactants Br[C:2]1[N:3]=[CH:4][C:5]([NH:8][C:9](=[O:28])[C@@H:10]([C:17]2[CH:22]=[CH:21][C:20]([S:23]([CH3:26])(=[O:25])=[O:24])=[C:19]([CH3:27])[CH:18]=2)[CH2:11][CH:12]2[CH2:16][CH2:15][CH2:14][CH2:13]2)=[N:6][CH:7]=1.C(N(CC)C(C)C)(C)C.[OH:38][C:39]([CH3:43])([CH3:42])[C:40]#[CH:41], predict the reaction product. The product is: [CH:12]1([CH2:11][C@H:10]([C:17]2[CH:22]=[CH:21][C:20]([S:23]([CH3:26])(=[O:25])=[O:24])=[C:19]([CH3:27])[CH:18]=2)[C:9]([NH:8][C:5]2[CH:4]=[N:3][C:2]([C:41]#[C:40][C:39]([OH:38])([CH3:43])[CH3:42])=[CH:7][N:6]=2)=[O:28])[CH2:16][CH2:15][CH2:14][CH2:13]1. (6) Given the reactants [CH3:1][C:2]1[N:7]=[CH:6][CH:5]=[CH:4][N+:3]=1[O-].C[Si]([C:13]#[N:14])(C)C.C(N(CC)CC)C, predict the reaction product. The product is: [CH3:1][C:2]1[N:7]=[C:6]([C:13]#[N:14])[CH:5]=[CH:4][N:3]=1.